From a dataset of Catalyst prediction with 721,799 reactions and 888 catalyst types from USPTO. Predict which catalyst facilitates the given reaction. Reactant: [NH2:1][CH2:2][CH2:3][CH2:4][CH2:5][N:6]([CH2:22][C:23]1[CH:44]=[CH:43][C:26]([CH2:27][N:28]([CH2:36][C:37]2[CH:42]=[CH:41][CH:40]=[CH:39][CH:38]=2)[C:29](=[O:35])[O:30][C:31]([CH3:34])([CH3:33])[CH3:32])=[CH:25][CH:24]=1)[C:7]([NH:9][C@H:10]([C:12]1[C:21]2[C:16](=[CH:17][CH:18]=[CH:19][CH:20]=2)[CH:15]=[CH:14][CH:13]=1)[CH3:11])=[O:8].C(N(CC)CC)C.[C:52](OC(=O)C)(=[O:54])[CH3:53]. Product: [C:52]([NH:1][CH2:2][CH2:3][CH2:4][CH2:5][N:6]([CH2:22][C:23]1[CH:24]=[CH:25][C:26]([CH2:27][N:28]([CH2:36][C:37]2[CH:42]=[CH:41][CH:40]=[CH:39][CH:38]=2)[C:29](=[O:35])[O:30][C:31]([CH3:32])([CH3:34])[CH3:33])=[CH:43][CH:44]=1)[C:7]([NH:9][C@H:10]([C:12]1[C:21]2[C:16](=[CH:17][CH:18]=[CH:19][CH:20]=2)[CH:15]=[CH:14][CH:13]=1)[CH3:11])=[O:8])(=[O:54])[CH3:53]. The catalyst class is: 7.